Dataset: Full USPTO retrosynthesis dataset with 1.9M reactions from patents (1976-2016). Task: Predict the reactants needed to synthesize the given product. Given the product [C:13]([C:10]1[CH:11]=[CH:12][C:7]([NH:6][C:4](=[O:5])[C@:3]([OH:20])([CH3:19])[CH2:2][O:38][C:36]2[CH:35]=[CH:34][C:31]([C:32]#[N:33])=[C:30]([F:29])[CH:37]=2)=[CH:8][C:9]=1[C:15]([F:18])([F:17])[F:16])#[N:14], predict the reactants needed to synthesize it. The reactants are: Br[CH2:2][C@@:3]([OH:20])([CH3:19])[C:4]([NH:6][C:7]1[CH:12]=[CH:11][C:10]([C:13]#[N:14])=[C:9]([C:15]([F:18])([F:17])[F:16])[CH:8]=1)=[O:5].Br[NH-].C([O-])([O-])=O.[K+].[K+].[F:29][C:30]1[CH:37]=[C:36]([OH:38])[CH:35]=[CH:34][C:31]=1[C:32]#[N:33].O.